Dataset: Full USPTO retrosynthesis dataset with 1.9M reactions from patents (1976-2016). Task: Predict the reactants needed to synthesize the given product. (1) Given the product [O:20]1[CH:21]=[CH:22][CH:23]=[C:19]1[CH2:18][O:17][C:14]1[CH:15]=[CH:16][N:11]([CH2:10][CH2:9][C:6]2[CH:7]=[CH:8][C:3]([CH2:2][N:25]3[CH2:29][CH2:28][CH2:27][CH2:26]3)=[CH:4][CH:5]=2)[C:12](=[O:24])[CH:13]=1, predict the reactants needed to synthesize it. The reactants are: Br[CH2:2][C:3]1[CH:8]=[CH:7][C:6]([CH2:9][CH2:10][N:11]2[CH:16]=[CH:15][C:14]([O:17][CH2:18][C:19]3[O:20][CH:21]=[CH:22][CH:23]=3)=[CH:13][C:12]2=[O:24])=[CH:5][CH:4]=1.[NH:25]1[CH2:29][CH2:28][CH2:27][CH2:26]1.O.C(#N)C. (2) Given the product [F:33][C:31]1[CH:32]=[C:27]([C:24]2[CH:25]=[CH:26][C:21]([CH:13]3[CH2:12][CH2:11][CH:10]([CH2:7][CH2:8][CH3:9])[CH2:15][CH:14]3[CH2:16][OH:17])=[C:22]([OH:36])[CH:23]=2)[CH:28]=[C:29]([F:35])[C:30]=1[F:34], predict the reactants needed to synthesize it. The reactants are: [H-].[Al+3].[Li+].[H-].[H-].[H-].[CH2:7]([CH:10]1[CH2:15][CH:14]([C:16](OCC)=[O:17])[CH:13]([C:21]2[CH:26]=[CH:25][C:24]([C:27]3[CH:32]=[C:31]([F:33])[C:30]([F:34])=[C:29]([F:35])[CH:28]=3)=[CH:23][C:22]=2[OH:36])[CH2:12][CH2:11]1)[CH2:8][CH3:9]. (3) Given the product [CH2:1]([O:8][C:9]1[C:10]([C:25]([O:27][CH3:28])=[O:26])=[N:11][C:12]([N:19]2[CH2:24][CH2:23][N:22]([CH2:36][CH2:37][CH2:38][CH2:39][NH:40][C:41]([O:42][C:43]([CH3:44])([CH3:46])[CH3:45])=[O:47])[CH2:21][CH2:20]2)=[C:13]2[C:18]=1[N:17]=[CH:16][CH:15]=[CH:14]2)[C:2]1[CH:7]=[CH:6][CH:5]=[CH:4][CH:3]=1, predict the reactants needed to synthesize it. The reactants are: [CH2:1]([O:8][C:9]1[C:10]([C:25]([O:27][CH3:28])=[O:26])=[N:11][C:12]([N:19]2[CH2:24][CH2:23][NH:22][CH2:21][CH2:20]2)=[C:13]2[C:18]=1[N:17]=[CH:16][CH:15]=[CH:14]2)[C:2]1[CH:7]=[CH:6][CH:5]=[CH:4][CH:3]=1.C(=O)([O-])[O-].[K+].[K+].Br[CH2:36][CH2:37][CH2:38][CH2:39][NH:40][C:41](=[O:47])[O:42][C:43]([CH3:46])([CH3:45])[CH3:44].O. (4) Given the product [Cl:1][C:2]1[N:7]2[N:8]=[C:9]([NH:11][C:13](=[O:20])[C:14]3[CH:19]=[CH:18][CH:17]=[N:16][CH:15]=3)[N:10]=[C:6]2[CH:5]=[CH:4][CH:3]=1, predict the reactants needed to synthesize it. The reactants are: [Cl:1][C:2]1[N:7]2[N:8]=[C:9]([NH2:11])[N:10]=[C:6]2[CH:5]=[CH:4][CH:3]=1.Cl.[C:13](Cl)(=[O:20])[C:14]1[CH:19]=[CH:18][CH:17]=[N:16][CH:15]=1. (5) Given the product [N+:17]([C:14]1[CH:15]=[CH:16][C:10]([C:6]([CH3:9])([CH3:7])[CH3:8])=[C:11]([CH:13]=1)[NH2:12])([O-:19])=[O:18], predict the reactants needed to synthesize it. The reactants are: OS(O)(=O)=O.[C:6]([C:10]1[CH:16]=[CH:15][CH:14]=[CH:13][C:11]=1[NH2:12])([CH3:9])([CH3:8])[CH3:7].[N+:17]([O-])([O-:19])=[O:18].[K+]. (6) The reactants are: [C:1]([C:3]1[CH:4]=[C:5]([CH:35]=[CH:36][CH:37]=1)[C:6]([NH:8][C:9]1[C:10]([NH:23][C:24](=[O:34])[C:25]2[CH:30]=[CH:29][C:28]([CH:31]([CH3:33])[CH3:32])=[CH:27][CH:26]=2)=[CH:11][C:12]([O:15][Si](C)(C)C(C)(C)C)=[CH:13][CH:14]=1)=[O:7])#[N:2].CCCC[N+](CCCC)(CCCC)CCCC.[F-]. Given the product [C:1]([C:3]1[CH:4]=[C:5]([CH:35]=[CH:36][CH:37]=1)[C:6]([NH:8][C:9]1[C:10]([NH:23][C:24](=[O:34])[C:25]2[CH:30]=[CH:29][C:28]([CH:31]([CH3:33])[CH3:32])=[CH:27][CH:26]=2)=[CH:11][C:12]([OH:15])=[CH:13][CH:14]=1)=[O:7])#[N:2], predict the reactants needed to synthesize it. (7) Given the product [Cl:25][C:19]1[CH:20]=[CH:21][CH:22]=[C:23]([F:24])[C:18]=1[C:16]1[NH:15][C:7]2=[C:8]3[C:13](=[C:4]4[CH:3]=[C:2]([C:32]5[CH:31]=[N:30][C:29]([Cl:28])=[CH:34][CH:33]=5)[CH:27]=[CH:26][C:5]4=[C:6]2[N:17]=1)[C:12](=[O:14])[NH:11][CH:10]=[CH:9]3, predict the reactants needed to synthesize it. The reactants are: Br[C:2]1[CH:27]=[CH:26][C:5]2=[C:6]3[N:17]=[C:16]([C:18]4[C:23]([F:24])=[CH:22][CH:21]=[CH:20][C:19]=4[Cl:25])[NH:15][C:7]3=[C:8]3[C:13]([C:12](=[O:14])[NH:11][CH:10]=[CH:9]3)=[C:4]2[CH:3]=1.[Cl:28][C:29]1[CH:34]=[CH:33][C:32](B2OC(C)(C)C(C)(C)O2)=[CH:31][N:30]=1.C([O-])([O-])=O.[Na+].[Na+]. (8) Given the product [OH:1][CH:2]1[CH2:7][CH2:6][N:5]([C:8]([N:10]2[CH2:15][CH:14]([C:16]3[CH:21]=[CH:20][CH:19]=[C:18]([C:22]([F:24])([F:25])[F:23])[CH:17]=3)[CH2:13][CH:12]([C:26]3[O:28][N:35]=[C:31]([CH:32]([CH3:34])[CH3:33])[N:30]=3)[CH2:11]2)=[O:9])[CH2:4][CH2:3]1, predict the reactants needed to synthesize it. The reactants are: [OH:1][CH:2]1[CH2:7][CH2:6][N:5]([C:8]([N:10]2[CH2:15][CH:14]([C:16]3[CH:21]=[CH:20][CH:19]=[C:18]([C:22]([F:25])([F:24])[F:23])[CH:17]=3)[CH2:13][CH:12]([C:26]([OH:28])=O)[CH2:11]2)=[O:9])[CH2:4][CH2:3]1.O[N:30]=[C:31]([NH2:35])[CH:32]([CH3:34])[CH3:33]. (9) Given the product [NH2:28][C:15]1[CH:14]=[CH:13][C:12]([CH2:11][N:8]2[CH2:9][CH2:10][CH:5]([C:2]([OH:1])([CH3:4])[CH3:3])[CH2:6][CH2:7]2)=[CH:17][C:16]=1[NH:18][C@@H:19]1[CH2:24][CH2:23][C@H:22]([C:25]([NH2:27])=[O:26])[CH2:21][CH2:20]1, predict the reactants needed to synthesize it. The reactants are: [OH:1][C:2]([CH:5]1[CH2:10][CH2:9][N:8]([CH2:11][C:12]2[CH:13]=[CH:14][C:15]([N+:28]([O-])=O)=[C:16]([NH:18][C@@H:19]3[CH2:24][CH2:23][C@H:22]([C:25]([NH2:27])=[O:26])[CH2:21][CH2:20]3)[CH:17]=2)[CH2:7][CH2:6]1)([CH3:4])[CH3:3].[H][H].